This data is from Forward reaction prediction with 1.9M reactions from USPTO patents (1976-2016). The task is: Predict the product of the given reaction. (1) Given the reactants [NH2:1][C:2](=[O:37])[C@@H:3]([NH:20][C:21]([C:23]1([NH:29][C:30](=[O:36])[O:31][C:32]([CH3:35])([CH3:34])[CH3:33])[CH2:28][CH2:27][O:26][CH2:25][CH2:24]1)=[O:22])[CH2:4][C:5]1[CH:10]=[CH:9][C:8](B2OC(C)(C)C(C)(C)O2)=[CH:7][CH:6]=1.Br[C:39]1[CH:40]=[CH:41][C:42]2[NH:47][C:46](=[O:48])[CH2:45][S:44][C:43]=2[CH:49]=1.[C:50](=O)([O-])[O-].[Na+].[Na+], predict the reaction product. The product is: [NH2:1][C:2](=[O:37])[C@@H:3]([NH:20][C:21]([C:23]1([NH:29][C:30](=[O:36])[O:31][C:32]([CH3:34])([CH3:33])[CH3:35])[CH2:24][CH2:25][O:26][CH2:27][CH2:28]1)=[O:22])[CH2:4][C:5]1[CH:6]=[CH:7][C:8]([C:39]2[CH:40]=[CH:41][C:42]3[N:47]([CH3:50])[C:46](=[O:48])[CH2:45][S:44][C:43]=3[CH:49]=2)=[CH:9][CH:10]=1. (2) Given the reactants Cl.[F:2][C:3]([F:18])([F:17])[C:4]1[N:5]=[CH:6][C:7]([NH:10][C@H:11]2[CH2:15][CH2:14][CH2:13][C@@H:12]2[NH2:16])=[N:8][CH:9]=1.[CH2:19]([O:21][C:22]1[CH:23]=[N:24][C:25]([C:28]2[CH:36]=[CH:35][CH:34]=[CH:33][C:29]=2[C:30](O)=[O:31])=[N:26][CH:27]=1)[CH3:20].N1C2C(=NC=CC=2)N(O)N=1.C(Cl)CCl.C(N(CC)CC)C, predict the reaction product. The product is: [CH2:19]([O:21][C:22]1[CH:27]=[N:26][C:25]([C:28]2[CH:36]=[CH:35][CH:34]=[CH:33][C:29]=2[C:30]([NH:16][C@H:12]2[CH2:13][CH2:14][CH2:15][C@@H:11]2[NH:10][C:7]2[CH:6]=[N:5][C:4]([C:3]([F:2])([F:17])[F:18])=[CH:9][N:8]=2)=[O:31])=[N:24][CH:23]=1)[CH3:20]. (3) Given the reactants [CH:1]([C:4]1[CH:9]=[CH:8][C:7]([CH:10]([CH3:13])[C:11]#[N:12])=[CH:6][CH:5]=1)([CH3:3])[CH3:2].B.CSC.[ClH:18], predict the reaction product. The product is: [ClH:18].[CH:1]([C:4]1[CH:5]=[CH:6][C:7]([CH:10]([CH3:13])[CH2:11][NH2:12])=[CH:8][CH:9]=1)([CH3:3])[CH3:2]. (4) Given the reactants [CH3:1][C@H:2]([CH2:22][CH:23]=[CH2:24])[C:3]([O:5][CH2:6][C@H:7]([NH:14][C:15](=[O:21])[C@@H:16]([CH3:20])[CH2:17]C=C)[C:8]1[CH:13]=[CH:12][CH:11]=[CH:10][N:9]=1)=[O:4], predict the reaction product. The product is: [CH3:20][C@H:16]1[CH2:17][CH:24]=[CH:23][CH2:22][C@@H:2]([CH3:1])[C:3](=[O:4])[O:5][CH2:6][C@@H:7]([C:8]2[CH:13]=[CH:12][CH:11]=[CH:10][N:9]=2)[NH:14][C:15]1=[O:21]. (5) Given the reactants [C:1]([C:3]1[CH:12]=[CH:11][C:10]2[C:5](=[CH:6][CH:7]=[C:8]([C:13]([NH:15][C:16]3[C:21]([CH3:22])=[CH:20][C:19]([C:23]([F:35])([C:28]([F:34])([F:33])[C:29]([F:32])([F:31])[F:30])[C:24]([F:27])([F:26])[F:25])=[CH:18][C:17]=3[CH2:36][CH3:37])=[O:14])[CH:9]=2)[N:4]=1)#[N:2].NC(N)=[O:40].OO.FC(F)(F)C(OC(=O)C(F)(F)F)=O, predict the reaction product. The product is: [C:1]([C:3]1[CH:12]=[CH:11][C:10]2[C:5](=[CH:6][CH:7]=[C:8]([C:13]([NH:15][C:16]3[C:21]([CH3:22])=[CH:20][C:19]([C:23]([F:35])([C:28]([F:34])([F:33])[C:29]([F:30])([F:31])[F:32])[C:24]([F:25])([F:26])[F:27])=[CH:18][C:17]=3[CH2:36][CH3:37])=[O:14])[CH:9]=2)[N+:4]=1[O-:40])#[N:2]. (6) The product is: [Br:1][C:2]1[CH:3]=[CH:4][C:5]([N:8]2[CH:12]=[C:11]([CH2:13][CH2:14][CH2:15][O:16][C:17]3[C:22]([CH3:23])=[CH:21][CH:20]=[CH:19][C:18]=3[CH2:24][C:25]([OH:27])=[O:26])[C:10]([CH:29]([CH2:32][CH3:33])[CH2:30][CH3:31])=[N:9]2)=[N:6][CH:7]=1. Given the reactants [Br:1][C:2]1[CH:3]=[CH:4][C:5]([N:8]2[CH:12]=[C:11]([CH2:13][CH2:14][CH2:15][O:16][C:17]3[C:22]([CH3:23])=[CH:21][CH:20]=[CH:19][C:18]=3[CH2:24][C:25]([O:27]C)=[O:26])[C:10]([CH:29]([CH2:32][CH3:33])[CH2:30][CH3:31])=[N:9]2)=[N:6][CH:7]=1.[OH-].[Na+].O1CCCC1.Cl, predict the reaction product. (7) Given the reactants [C:1]1([C:7]2[C:12](B(O)O)=[CH:11][CH:10]=[CH:9][N:8]=2)[CH:6]=[CH:5][CH:4]=[CH:3][CH:2]=1.[CH3:16][C:17]1[C:21]([C:22]2[CH:23]=[C:24](C3C(C)=CC=C4C=3C=CC=N4)[C:25]3[N:29]=[C:28]([NH:30][S:31]([CH:34]4[CH2:36][CH2:35]4)(=[O:33])=[O:32])[NH:27][C:26]=3[CH:37]=2)=[C:20]([CH3:49])[O:19][N:18]=1, predict the reaction product. The product is: [CH3:16][C:17]1[C:21]([C:22]2[CH:23]=[C:24]([C:12]3[C:7]([C:1]4[CH:6]=[CH:5][CH:4]=[CH:3][CH:2]=4)=[N:8][CH:9]=[CH:10][CH:11]=3)[C:25]3[N:29]=[C:28]([NH:30][S:31]([CH:34]4[CH2:36][CH2:35]4)(=[O:33])=[O:32])[NH:27][C:26]=3[CH:37]=2)=[C:20]([CH3:49])[O:19][N:18]=1. (8) Given the reactants [CH3:1][O:2][C:3]([C@H:5]1[CH2:9][C@H:8]([OH:10])[C@@H:7]([N:11]=[N+:12]=[N-:13])[CH2:6]1)=[O:4].[CH2:14](I)[CH3:15], predict the reaction product. The product is: [CH3:1][O:2][C:3]([C@H:5]1[CH2:9][C@H:8]([O:10][CH2:14][CH3:15])[C@@H:7]([N:11]=[N+:12]=[N-:13])[CH2:6]1)=[O:4]. (9) Given the reactants [H-].C([Al+]CC(C)C)C(C)C.[Cl:11][C:12]1[CH:17]=[CH:16][C:15]([C:18]2[C:19]([C:31](OC)=[O:32])=[CH:20][C:21]([CH2:24][CH2:25][N:26]3[CH2:30][CH2:29][CH2:28][CH2:27]3)=[CH:22][CH:23]=2)=[CH:14][CH:13]=1, predict the reaction product. The product is: [Cl:11][C:12]1[CH:17]=[CH:16][C:15]([C:18]2[CH:23]=[CH:22][C:21]([CH2:24][CH2:25][N:26]3[CH2:30][CH2:29][CH2:28][CH2:27]3)=[CH:20][C:19]=2[CH2:31][OH:32])=[CH:14][CH:13]=1.